This data is from Reaction yield outcomes from USPTO patents with 853,638 reactions. The task is: Predict the reaction yield, written as a fraction of the theoretical maximum amount of product (1.0 means a 100% yield; for example, 0.34 means a 34% yield). (1) The reactants are C([O:8][C:9]([C:11]1[C:19]2[C:14](=[CH:15][CH:16]=[C:17]([OH:20])[CH:18]=2)[NH:13][C:12]=1[CH3:21])=[O:10])C1C=CC=CC=1.[C:22]([O-])([O-])=O.[K+].[K+].[CH3:28][C:29]([CH3:31])=[O:30]. No catalyst specified. The product is [CH3:21][C:12]1[NH:13][C:14]2[C:19]([C:11]=1[C:9]([OH:8])=[O:10])=[CH:18][C:17]([O:20][CH:28]([CH3:22])[C:29](=[O:30])[CH3:31])=[CH:16][CH:15]=2. The yield is 0.770. (2) The reactants are [F:1][C:2]1[C:3]([CH2:11]O)=[CH:4][C:5]2[O:9][CH2:8][O:7][C:6]=2[CH:10]=1.C([O-])(O)=O.[Na+].O=S(Cl)[Cl:20]. No catalyst specified. The product is [Cl:20][CH2:11][C:3]1[C:2]([F:1])=[CH:10][C:6]2[O:7][CH2:8][O:9][C:5]=2[CH:4]=1. The yield is 0.900. (3) The reactants are C[N:2]([CH:21]1[CH:28]2[CH2:29][C:24]3([C:31](O)=[O:32])[CH2:25][CH:26]([CH2:30][CH:22]1[CH2:23]3)[CH2:27]2)[C:3](=[O:20])[C:4]([N:7]([CH2:18][CH3:19])[S:8]([C:11]1[CH:16]=[CH:15][CH:14]=[CH:13][C:12]=1[CH3:17])(=[O:10])=[O:9])([CH3:6])[CH3:5].C[CH2:35][N:36]=C=NCCCN(C)C.C1C=CC2N(O)N=NC=2C=1.[NH4+].[OH-]. The catalyst is C(Cl)Cl.O. The product is [CH3:35][NH:36][C:31]([C:24]12[CH2:29][CH:28]3[CH2:27][CH:26]([CH2:30][CH:22]([CH:21]3[NH:2][C:3](=[O:20])[C:4]([N:7]([CH2:18][CH3:19])[S:8]([C:11]3[CH:16]=[CH:15][CH:14]=[CH:13][C:12]=3[CH3:17])(=[O:9])=[O:10])([CH3:6])[CH3:5])[CH2:23]1)[CH2:25]2)=[O:32]. The yield is 0.780.